From a dataset of Forward reaction prediction with 1.9M reactions from USPTO patents (1976-2016). Predict the product of the given reaction. Given the reactants [F:1][C:2]1[CH:7]=[CH:6][C:5]([C:8](=O)[CH2:9][CH2:10][CH2:11][C:12]([O:14][CH3:15])=[O:13])=[CH:4][CH:3]=1.[C:17]([O:21][C:22]([CH3:25])([CH3:24])[CH3:23])(=[O:20])[NH:18][NH2:19].[H][H], predict the reaction product. The product is: [C:22]([O:21][C:17]([NH:18][NH:19][CH:8]([C:5]1[CH:6]=[CH:7][C:2]([F:1])=[CH:3][CH:4]=1)[CH2:9][CH2:10][CH2:11][C:12]([O:14][CH3:15])=[O:13])=[O:20])([CH3:25])([CH3:24])[CH3:23].